Dataset: Full USPTO retrosynthesis dataset with 1.9M reactions from patents (1976-2016). Task: Predict the reactants needed to synthesize the given product. (1) Given the product [F:29][C:16]1([F:15])[O:21][C:20]2[CH:22]=[CH:23][C:24]([NH:26][CH2:10][CH2:9][C:6]3[CH:7]=[CH:8][C:3]([C:2]([F:14])([F:13])[F:1])=[CH:4][CH:5]=3)=[CH:25][C:19]=2[O:18][C:17]1([F:27])[F:28], predict the reactants needed to synthesize it. The reactants are: [F:1][C:2]([F:14])([F:13])[C:3]1[CH:8]=[CH:7][C:6]([CH2:9][C:10](O)=O)=[CH:5][CH:4]=1.[F:15][C:16]1([F:29])[O:21][C:20]2[CH:22]=[CH:23][C:24]([NH2:26])=[CH:25][C:19]=2[O:18][C:17]1([F:28])[F:27]. (2) Given the product [C:3]1([CH:19]2[CH2:18][CH2:17][CH2:16][CH2:15][CH:14]2[C:22]([NH:2][NH:1][C:3]2[CH:12]=[CH:11][CH:10]=[C:9]3[C:4]=2[CH:5]=[CH:6][CH:7]=[N:8]3)=[O:24])[CH:12]=[CH:11][CH:10]=[CH:9][CH:4]=1, predict the reactants needed to synthesize it. The reactants are: [NH:1]([C:3]1[CH:12]=[CH:11][CH:10]=[C:9]2[C:4]=1[CH:5]=[CH:6][CH:7]=[N:8]2)[NH2:2].C[C:14]1([C:22]([OH:24])=O)[CH2:19][CH2:18][CH2:17][C:16](C)(C)[CH2:15]1. (3) Given the product [S:1](=[O:4])(=[O:3])([O-:5])[NH2:2].[NH2:12][C:11]([NH2:13])=[NH2+:10], predict the reactants needed to synthesize it. The reactants are: [S:1](=[O:5])(=[O:4])([OH:3])[NH2:2].C(=O)([O-])[O-].[NH2:10][C:11]([NH2:13])=[NH2+:12].[NH2:10][C:11]([NH2:13])=[NH2+:12]. (4) The reactants are: C(OC([N:11]1[CH2:15][C@@H:14]([OH:16])[CH2:13][C@H:12]1[C:17]([OH:19])=[O:18])=O)C1C=CC=CC=1.[H-].[Na+].[CH3:22]I.[H][H]. Given the product [CH3:22][O:16][C@@H:14]1[CH2:15][NH:11][C@H:12]([C:17]([OH:19])=[O:18])[CH2:13]1, predict the reactants needed to synthesize it. (5) The reactants are: BrC1C=C(C=CC=1C)N.[NH2:10][C:11]1[CH:12]=[CH:13][C:14]([CH3:27])=[C:15]([C:17]2[CH:22]=[CH:21][C:20]([C:23]([O:25][CH3:26])=[O:24])=[CH:19][CH:18]=2)[CH:16]=1.COC(C1C=CC(B(O)O)=CC=1)=O.C(=O)([O-])[O-].[Cs+].[Cs+]. Given the product [NH2:10][C:11]1[CH:12]=[CH:13][C:14]([CH3:27])=[C:15]([C:17]2[CH:22]=[CH:21][C:20]([C:23]([O:25][CH3:26])=[O:24])=[CH:19][CH:18]=2)[CH:16]=1, predict the reactants needed to synthesize it. (6) The reactants are: [Cl:1][C:2]1[CH:7]=[CH:6][CH:5]=[C:4]([CH3:8])[C:3]=1[NH:9][C:10]1[NH:11][C:12]2[C:18]3[CH2:19][C:20]([CH3:23])([CH3:22])[O:21][C:17]=3[C:16]([C:24]([OH:26])=O)=[CH:15][C:13]=2[N:14]=1.CCOC(C(C#N)=NOC(N1CCOCC1)=[N+](C)C)=O.F[P-](F)(F)(F)(F)F.CCN(C(C)C)C(C)C.[NH2:63][C:64]1[CH:69]=[CH:68][C:67]([C:70]([F:73])([F:72])[F:71])=[CH:66][N+:65]=1[O-]. Given the product [Cl:1][C:2]1[CH:7]=[CH:6][CH:5]=[C:4]([CH3:8])[C:3]=1[NH:9][C:10]1[NH:11][C:12]2[C:18]3[CH2:19][C:20]([CH3:23])([CH3:22])[O:21][C:17]=3[C:16]([C:24]([NH:63][C:64]3[CH:69]=[CH:68][C:67]([C:70]([F:72])([F:71])[F:73])=[CH:66][N:65]=3)=[O:26])=[CH:15][C:13]=2[N:14]=1, predict the reactants needed to synthesize it. (7) The reactants are: [CH2:1]([O:8][CH2:9][C:10]1[N:11]([C:18]2[CH:23]=[CH:22]N=CC=2)[CH:12]=[C:13]([CH:15]([CH3:17])[CH3:16])[N:14]=1)[C:2]1[CH:7]=[CH:6][CH:5]=[CH:4][CH:3]=1.[Cl:24][C:25]1[CH:26]=[C:27]([S:32]Cl)[CH:28]=[C:29]([Cl:31])[CH:30]=1.[CH2:34]([N:36](CC)[CH2:37]C)[CH3:35].O. Given the product [CH2:1]([O:8][CH2:9][C:10]1[N:11]([CH2:18][C:23]2[CH:22]=[CH:37][N:36]=[CH:34][CH:35]=2)[C:12]([S:32][C:27]2[CH:26]=[C:25]([Cl:24])[CH:30]=[C:29]([Cl:31])[CH:28]=2)=[C:13]([CH:15]([CH3:16])[CH3:17])[N:14]=1)[C:2]1[CH:3]=[CH:4][CH:5]=[CH:6][CH:7]=1, predict the reactants needed to synthesize it. (8) Given the product [C:3]([O:7][C:8]([N:10]1[CH2:13][CH:12]([CH2:14][O:15][CH2:17][C:18]([OH:20])=[O:19])[CH2:11]1)=[O:9])([CH3:6])([CH3:5])[CH3:4], predict the reactants needed to synthesize it. The reactants are: [H-].[Na+].[C:3]([O:7][C:8]([N:10]1[CH2:13][CH:12]([CH2:14][OH:15])[CH2:11]1)=[O:9])([CH3:6])([CH3:5])[CH3:4].I[CH2:17][C:18]([O-:20])=[O:19].[Na+]. (9) Given the product [CH2:1]([O:3][C:4]([C:6]1[C:7]([C:36]([O:38][CH2:39][CH3:40])=[O:37])=[C:8]([C:27]2[CH:28]=[CH:29][C:30]([NH2:33])=[CH:31][CH:32]=2)[N:9]2[C:14]=1[C:13]([C:15]1[CH:16]=[CH:17][CH:18]=[CH:19][CH:20]=1)=[CH:12][C:11]([N:21]1[CH2:22][CH2:23][O:24][CH2:25][CH2:26]1)=[N:10]2)=[O:5])[CH3:2], predict the reactants needed to synthesize it. The reactants are: [CH2:1]([O:3][C:4]([C:6]1[C:7]([C:36]([O:38][CH2:39][CH3:40])=[O:37])=[C:8]([C:27]2[CH:32]=[CH:31][C:30]([N+:33]([O-])=O)=[CH:29][CH:28]=2)[N:9]2[C:14]=1[C:13]([C:15]1[CH:20]=[CH:19][CH:18]=[CH:17][CH:16]=1)=[CH:12][C:11]([N:21]1[CH2:26][CH2:25][O:24][CH2:23][CH2:22]1)=[N:10]2)=[O:5])[CH3:2]. (10) Given the product [F:32][C:33]([F:46])([F:45])[S:34]([O:25][C:18]1[C:19]2[C:24](=[CH:23][CH:22]=[CH:21][CH:20]=2)[C:15]([C:13]2[C:14]3[C:5]([CH:6]=[C:7]4[C:12]=2[CH:11]=[CH:10][CH:9]=[CH:8]4)=[CH:4][CH:3]=[CH:2][CH:1]=3)=[CH:16][CH:17]=1)(=[O:36])=[O:35], predict the reactants needed to synthesize it. The reactants are: [CH:1]1[C:14]2[C:5](=[CH:6][C:7]3[C:12]([C:13]=2[C:15]2[C:24]4[C:19](=[CH:20][CH:21]=[CH:22][CH:23]=4)[C:18]([OH:25])=[CH:17][CH:16]=2)=[CH:11][CH:10]=[CH:9][CH:8]=3)[CH:4]=[CH:3][CH:2]=1.N1C=CC=CC=1.[F:32][C:33]([F:46])([F:45])[S:34](O[S:34]([C:33]([F:46])([F:45])[F:32])(=[O:36])=[O:35])(=[O:36])=[O:35].